This data is from Reaction yield outcomes from USPTO patents with 853,638 reactions. The task is: Predict the reaction yield, written as a fraction of the theoretical maximum amount of product (1.0 means a 100% yield; for example, 0.34 means a 34% yield). (1) The reactants are [C:1]([N:4]([CH2:44][CH2:45][N:46]1[CH2:51][CH2:50][S:49](=[O:53])(=[O:52])[CH2:48][CH2:47]1)[C@:5]12[CH2:40][CH2:39][C@@H:38]([C:41]([CH3:43])=[CH2:42])[C@@H:6]1[C@@H:7]1[C@@:20]([CH3:23])([CH2:21][CH2:22]2)[C@@:19]2([CH3:24])[C@@H:10]([C@:11]3([CH3:37])[C@@H:16]([CH2:17][CH2:18]2)[C:15]([CH3:26])([CH3:25])[C:14]([C:27]2[CH:36]=[CH:35][C:30]([C:31]([O:33]C)=[O:32])=[CH:29][CH:28]=2)=[CH:13][CH2:12]3)[CH2:9][CH2:8]1)(=[O:3])[CH3:2].[OH-].[Na+]. The catalyst is O1CCOCC1. The product is [C:1]([N:4]([CH2:44][CH2:45][N:46]1[CH2:51][CH2:50][S:49](=[O:52])(=[O:53])[CH2:48][CH2:47]1)[C@:5]12[CH2:40][CH2:39][C@@H:38]([C:41]([CH3:43])=[CH2:42])[C@@H:6]1[C@@H:7]1[C@@:20]([CH3:23])([CH2:21][CH2:22]2)[C@@:19]2([CH3:24])[C@@H:10]([C@:11]3([CH3:37])[C@@H:16]([CH2:17][CH2:18]2)[C:15]([CH3:25])([CH3:26])[C:14]([C:27]2[CH:28]=[CH:29][C:30]([C:31]([OH:33])=[O:32])=[CH:35][CH:36]=2)=[CH:13][CH2:12]3)[CH2:9][CH2:8]1)(=[O:3])[CH3:2]. The yield is 0.330. (2) The reactants are [Br:1][C:2]1[C:8]([F:9])=[CH:7][C:5]([NH2:6])=[C:4]([C:10]#[C:11][Si](C)(C)C)[CH:3]=1. The product is [Br:1][C:2]1[CH:3]=[C:4]2[C:5](=[CH:7][C:8]=1[F:9])[NH:6][CH:11]=[CH:10]2. The yield is 0.267. The catalyst is CN(C=O)C. (3) The reactants are C[C@]12[C@@]3(C)[C@@H]([C@]4(C)[C@@H](CC3)C(C)(C)C(C3C=CC(C(OC)=O)=CC=3)=CC4)CC[C@@H]1[C@H]1[C@H](C(C)=C)CC[C@]1(NC(N)=S)CC2.C(N(CC)C(C)C)(C)C.Br[CH2:54][C:55]([C:57]1[CH:61]=[CH:60][S:59][CH:58]=1)=[O:56].[CH3:62][C@:63]12[C@@:80]3([CH3:81])[C@@H:71]([C@:72]4([CH3:94])[C@@H:77]([CH2:78][CH2:79]3)[C:76]([CH3:83])([CH3:82])[C:75]([C:84]3[CH:93]=[CH:92][C:87]([C:88]([O:90][CH3:91])=[O:89])=[CH:86][CH:85]=3)=[CH:74][CH2:73]4)[CH2:70][CH2:69][C@@H:68]1[C@H:67]1[C@H:95]([C:98]([CH3:100])=[CH2:99])[CH2:96][CH2:97][C@:66]1([NH:101][C:102]1[S:103][CH:104]=[C:105]([C:107]3[CH:111]=[CH:110][S:109][CH:108]=3)[N:106]=1)[CH2:65][CH2:64]2. The catalyst is CN(C=O)C.O. The product is [CH3:62][C@:63]12[C@@:80]3([CH3:81])[C@@H:71]([C@:72]4([CH3:94])[C@@H:77]([CH2:78][CH2:79]3)[C:76]([CH3:82])([CH3:83])[C:75]([C:84]3[CH:93]=[CH:92][C:87]([C:88]([O:90][CH3:91])=[O:89])=[CH:86][CH:85]=3)=[CH:74][CH2:73]4)[CH2:70][CH2:69][C@@H:68]1[C@H:67]1[C@H:95]([C:98]([CH3:100])=[CH2:99])[CH2:96][CH2:97][C@:66]1([N:101]([CH2:54][C:55](=[O:56])[C:57]1[CH:61]=[CH:60][S:59][CH:58]=1)[C:102]1[S:103][CH:104]=[C:105]([C:107]3[CH:111]=[CH:110][S:109][CH:108]=3)[N:106]=1)[CH2:65][CH2:64]2. The yield is 0.820. (4) The reactants are [NH:1]1[CH:5]=[CH:4][N:3]=[C:2]1[C:6]1[CH:11]=[CH:10][C:9]([C:12]2[CH:13]=[CH:14][C:15]3[O:21][CH2:20][CH2:19][N:18](C(OC(C)(C)C)=O)[CH2:17][C:16]=3[CH:29]=2)=[CH:8][CH:7]=1.CCN(C(C)C)C(C)C.Cl[C:40]([O:42][CH2:43][CH:44]([CH3:46])[CH3:45])=[O:41].C(O)(C(F)(F)F)=O. The catalyst is ClCCl. The product is [O:21]1[C:15]2[CH:14]=[CH:13][C:12]([C:9]3[CH:10]=[CH:11][C:6]([C:2]4[N:3]([C:40]([O:42][CH2:43][CH:44]([CH3:46])[CH3:45])=[O:41])[CH:4]=[CH:5][N:1]=4)=[CH:7][CH:8]=3)=[CH:29][C:16]=2[CH2:17][NH:18][CH2:19][CH2:20]1. The yield is 0.650. (5) The reactants are [CH2:1]([N:8]([CH2:31][CH2:32][CH2:33][CH2:34][CH2:35][CH3:36])[C:9](=[O:30])[CH2:10][C:11]1[CH:28]=[CH:27][C:14]([O:15][CH2:16][C:17]2[CH:26]=[CH:25][CH:24]=[CH:23][C:18]=2[C:19]([O:21]C)=[O:20])=[C:13]([F:29])[CH:12]=1)[C:2]1[CH:7]=[CH:6][CH:5]=[CH:4][CH:3]=1.[OH-].[Li+].Cl. The catalyst is C1COCC1.O. The product is [CH2:1]([N:8]([CH2:31][CH2:32][CH2:33][CH2:34][CH2:35][CH3:36])[C:9](=[O:30])[CH2:10][C:11]1[CH:28]=[CH:27][C:14]([O:15][CH2:16][C:17]2[CH:26]=[CH:25][CH:24]=[CH:23][C:18]=2[C:19]([OH:21])=[O:20])=[C:13]([F:29])[CH:12]=1)[C:2]1[CH:7]=[CH:6][CH:5]=[CH:4][CH:3]=1. The yield is 0.840.